The task is: Predict the product of the given reaction.. This data is from Forward reaction prediction with 1.9M reactions from USPTO patents (1976-2016). (1) Given the reactants [F:1][C:2]1[CH:15]=[CH:14][C:5]([O:6][C:7]2[CH:13]=[CH:12][C:10]([NH2:11])=[CH:9][CH:8]=2)=[CH:4][CH:3]=1.C(OC([NH:23][C@@H:24]([CH2:28][CH2:29][CH2:30][C:31]1[CH:36]=[CH:35][CH:34]=[CH:33][CH:32]=1)[C:25](O)=[O:26])=O)(C)(C)C, predict the reaction product. The product is: [NH2:23][C@@H:24]([CH2:28][CH2:29][CH2:30][C:31]1[CH:32]=[CH:33][CH:34]=[CH:35][CH:36]=1)[C:25]([NH:11][C:10]1[CH:12]=[CH:13][C:7]([O:6][C:5]2[CH:14]=[CH:15][C:2]([F:1])=[CH:3][CH:4]=2)=[CH:8][CH:9]=1)=[O:26]. (2) Given the reactants CS(O[CH2:6][CH2:7][CH2:8][C:9]1[C:33]([O:34][CH3:35])=[CH:32][C:12]2[C@@H:13]([C:26]3[CH:31]=[CH:30][CH:29]=[CH:28][CH:27]=3)[NH:14][C@@:15]([CH2:22][CH2:23][CH2:24][CH3:25])([CH2:20][CH3:21])[CH2:16][S:17](=[O:19])(=[O:18])[C:11]=2[CH:10]=1)(=O)=O.[C-:36]#[N:37].[Na+], predict the reaction product. The product is: [CH2:22]([C@@:15]1([CH2:20][CH3:21])[NH:14][C@H:13]([C:26]2[CH:27]=[CH:28][CH:29]=[CH:30][CH:31]=2)[C:12]2[CH:32]=[C:33]([O:34][CH3:35])[C:9]([CH2:8][CH2:7][CH2:6][C:36]#[N:37])=[CH:10][C:11]=2[S:17](=[O:18])(=[O:19])[CH2:16]1)[CH2:23][CH2:24][CH3:25]. (3) Given the reactants [F:1][C:2]1[CH:3]=[C:4]([NH:24][C:25]([NH:27][C:28](=[O:36])[CH2:29][C:30]2[CH:35]=[CH:34][CH:33]=[CH:32][CH:31]=2)=[S:26])[CH:5]=[CH:6][C:7]=1[O:8][C:9]1[C:10]2[NH:17][C:16]([C:18]3C=[CH:22][CH:21]=[CH:20][CH:19]=3)=[CH:15][C:11]=2[N:12]=[CH:13][N:14]=1.C(C1C=CC=CC=1)#C.C(C1C=CC=C[N:48]=1)#C, predict the reaction product. The product is: [F:1][C:2]1[CH:3]=[C:4]([NH:24][C:25]([NH:27][C:28](=[O:36])[CH2:29][C:30]2[CH:31]=[CH:32][CH:33]=[CH:34][CH:35]=2)=[S:26])[CH:5]=[CH:6][C:7]=1[O:8][C:9]1[C:10]2[NH:17][C:16]([C:18]3[CH:19]=[CH:20][CH:21]=[CH:22][N:48]=3)=[CH:15][C:11]=2[N:12]=[CH:13][N:14]=1. (4) The product is: [CH3:25][O:26][C:27]([C:29]1[CH:38]=[C:37]([CH2:39][CH2:40][CH:41]([NH2:50])[C:42](=[O:49])[C:43]2[CH:48]=[CH:47][CH:46]=[CH:45][CH:44]=2)[C:36]2[C:31](=[C:32]([OH:51])[CH:33]=[CH:34][CH:35]=2)[N:30]=1)=[O:28]. Given the reactants COC(C1C=C(O)C2C(=C(OCC3C=CC=CC=3)C=CC=2Br)N=1)=O.[CH3:25][O:26][C:27]([C:29]1[CH:38]=[C:37]([CH2:39][CH2:40][CH:41]([NH2:50])[C:42](=[O:49])[C:43]2[CH:48]=[CH:47][CH:46]=[CH:45][CH:44]=2)[C:36]2[C:31](=[C:32]([O:51]CC3C=CC=CC=3)[CH:33]=[CH:34][CH:35]=2)[N:30]=1)=[O:28], predict the reaction product. (5) The product is: [CH2:14]([O:1][C:2]1[CH:3]=[C:4]([CH:9]=[CH:10][CH:11]=1)[C:5]([O:7][CH3:8])=[O:6])[CH:13]=[CH2:12]. Given the reactants [OH:1][C:2]1[CH:3]=[C:4]([CH:9]=[CH:10][CH:11]=1)[C:5]([O:7][CH3:8])=[O:6].[CH2:12](I)[CH:13]=[CH2:14].[H-].[Na+], predict the reaction product. (6) Given the reactants [CH2:1]([O:3][C:4](=[O:32])[CH2:5][C:6]1[CH:7]=[N:8][CH:9]=[C:10]([C:12]2[CH:17]=[CH:16][C:15]([C:18]([F:21])([F:20])[F:19])=[CH:14][C:13]=2[CH2:22][NH:23][CH2:24][C:25]2[CH:30]=[N:29][C:28]([CH3:31])=[CH:27][N:26]=2)[CH:11]=1)[CH3:2].[CH3:33][O:34][CH2:35][C:36](Cl)=[O:37], predict the reaction product. The product is: [CH2:1]([O:3][C:4](=[O:32])[CH2:5][C:6]1[CH:7]=[N:8][CH:9]=[C:10]([C:12]2[CH:17]=[CH:16][C:15]([C:18]([F:19])([F:21])[F:20])=[CH:14][C:13]=2[CH2:22][N:23]([C:36](=[O:37])[CH2:35][O:34][CH3:33])[CH2:24][C:25]2[CH:30]=[N:29][C:28]([CH3:31])=[CH:27][N:26]=2)[CH:11]=1)[CH3:2]. (7) Given the reactants [NH:1]1[C:5]2[CH:6]=[CH:7][C:8]([C:10](=O)[CH2:11][C:12]([O:14]CC)=O)=[CH:9][C:4]=2[N:3]=[N:2]1.[N:18]1[CH:23]=[CH:22][CH:21]=[CH:20][C:19]=1[C:24]1[C:25]([NH2:30])=[N:26][NH:27][C:28]=1[NH2:29].CC1C=CC(S(O)(=O)=O)=CC=1, predict the reaction product. The product is: [NH2:30][C:25]1[C:24]([C:19]2[CH:20]=[CH:21][CH:22]=[CH:23][N:18]=2)=[C:28]2[NH:29][C:10]([C:8]3[CH:7]=[CH:6][C:5]4[NH:1][N:2]=[N:3][C:4]=4[CH:9]=3)=[CH:11][C:12](=[O:14])[N:27]2[N:26]=1.